From a dataset of Full USPTO retrosynthesis dataset with 1.9M reactions from patents (1976-2016). Predict the reactants needed to synthesize the given product. (1) The reactants are: [CH:1]([C:3]1[CH:8]=[CH:7][C:6]([C:9]2[CH:14]=[CH:13][C:12]([C:15]([OH:17])=O)=[C:11]([N+:18]([O-:20])=[O:19])[CH:10]=2)=[CH:5][CH:4]=1)=[CH2:2].[N:21]1([CH2:26][C:27]2[CH:32]=[CH:31][C:30]([CH2:33][CH2:34][NH2:35])=[CH:29][CH:28]=2)[CH2:25][CH2:24][CH2:23][CH2:22]1. Given the product [N:21]1([CH2:26][C:27]2[CH:32]=[CH:31][C:30]([CH2:33][CH2:34][NH:35][C:15]([C:12]3[CH:13]=[CH:14][C:9]([C:6]4[CH:5]=[CH:4][C:3]([CH:1]=[CH2:2])=[CH:8][CH:7]=4)=[CH:10][C:11]=3[N+:18]([O-:20])=[O:19])=[O:17])=[CH:29][CH:28]=2)[CH2:25][CH2:24][CH2:23][CH2:22]1, predict the reactants needed to synthesize it. (2) The reactants are: S(Cl)([Cl:3])=O.[F:5][C:6]([F:23])([F:22])[C:7]1[CH:12]=[CH:11][C:10]([C:13]2[C:14]([C:19](O)=[O:20])=[CH:15][CH:16]=[CH:17][CH:18]=2)=[CH:9][CH:8]=1. Given the product [F:5][C:6]([F:23])([F:22])[C:7]1[CH:12]=[CH:11][C:10]([C:13]2[C:14]([C:19]([Cl:3])=[O:20])=[CH:15][CH:16]=[CH:17][CH:18]=2)=[CH:9][CH:8]=1, predict the reactants needed to synthesize it.